The task is: Predict the reactants needed to synthesize the given product.. This data is from Retrosynthesis with 50K atom-mapped reactions and 10 reaction types from USPTO. The reactants are: COC(=O)c1nnc(Cc2c(Cl)cncc2Cl)c2ccc(OC)cc12.N#N. Given the product COc1ccc2c(Cc3c(Cl)cncc3Cl)nnc(C(N)=O)c2c1, predict the reactants needed to synthesize it.